Dataset: Catalyst prediction with 721,799 reactions and 888 catalyst types from USPTO. Task: Predict which catalyst facilitates the given reaction. (1) Reactant: [F:1][C:2]([F:13])([F:12])[C:3]1[CH:8]=[N:7][N:6]2[CH:9]=[CH:10][N:11]=[C:5]2[N:4]=1.C([O-])(=O)C.[Na+].[Br:19]Br. Product: [Br:19][C:9]1[N:6]2[N:7]=[CH:8][C:3]([C:2]([F:1])([F:12])[F:13])=[N:4][C:5]2=[N:11][CH:10]=1. The catalyst class is: 15. (2) Reactant: [C:1]1([C:7]2[N:12]=[CH:11][C:10]([NH:13][C:14](=[O:19])[CH2:15][C:16]([OH:18])=O)=[CH:9][CH:8]=2)[CH:6]=[CH:5][CH:4]=[CH:3][CH:2]=1.CCN(C(C)C)C(C)C.C1C=CC2N(O)N=NC=2C=1.CCN=C=NCCCN(C)C.Cl.Cl.Cl.[F:53][C:54]([F:69])([F:68])[C:55]1[CH:60]=[CH:59][CH:58]=[CH:57][C:56]=1[NH:61][CH:62]1[CH2:67][CH2:66][NH:65][CH2:64][CH2:63]1. Product: [O:18]=[C:16]([N:65]1[CH2:64][CH2:63][CH:62]([NH:61][C:56]2[CH:57]=[CH:58][CH:59]=[CH:60][C:55]=2[C:54]([F:53])([F:68])[F:69])[CH2:67][CH2:66]1)[CH2:15][C:14]([NH:13][C:10]1[CH:11]=[N:12][C:7]([C:1]2[CH:2]=[CH:3][CH:4]=[CH:5][CH:6]=2)=[CH:8][CH:9]=1)=[O:19]. The catalyst class is: 18. (3) Reactant: [Cl:1][C:2]1[CH:3]=[C:4]([NH:19][C:20]2[C:30]3[CH:29]=[C:28]([C:31]([OH:33])=O)[CH2:27][CH2:26][NH:25][C:24]=3[N:23]=[CH:22][N:21]=2)[CH:5]=[CH:6][C:7]=1[O:8][C:9]1[CH:14]=[CH:13][CH:12]=[C:11]([C:15]([F:18])([F:17])[F:16])[CH:10]=1.[NH2:34][CH2:35][CH:36]([OH:39])[CH2:37][OH:38].Cl.C(N=C=NCCCN(C)C)C.O.ON1C2C=CC=CC=2N=N1. Product: [Cl:1][C:2]1[CH:3]=[C:4]([NH:19][C:20]2[C:30]3[CH:29]=[C:28]([C:31]([NH:34][CH2:35][CH:36]([OH:39])[CH2:37][OH:38])=[O:33])[CH2:27][CH2:26][NH:25][C:24]=3[N:23]=[CH:22][N:21]=2)[CH:5]=[CH:6][C:7]=1[O:8][C:9]1[CH:14]=[CH:13][CH:12]=[C:11]([C:15]([F:16])([F:18])[F:17])[CH:10]=1. The catalyst class is: 681.